Dataset: Full USPTO retrosynthesis dataset with 1.9M reactions from patents (1976-2016). Task: Predict the reactants needed to synthesize the given product. (1) Given the product [CH3:37][C:31]([C:23]1[CH:24]=[C:25]2[C:30](=[C:21]([C:17]3[CH:16]=[C:15]([C:2]4[C:3]([C:5]5[CH:10]=[CH:9][C:8]([S:11]([CH3:14])(=[O:12])=[O:13])=[CH:7][CH:6]=5)=[N:45][C:40]5[C:39](=[CH:44][CH:43]=[CH:42][CH:41]=5)[N:38]=4)[CH:20]=[CH:19][CH:18]=3)[CH:22]=1)[N:29]=[CH:28][CH:27]=[CH:26]2)([S:33]([CH3:36])(=[O:35])=[O:34])[CH3:32], predict the reactants needed to synthesize it. The reactants are: Br[CH:2]([C:15]1[CH:20]=[CH:19][CH:18]=[C:17]([C:21]2[CH:22]=[C:23]([C:31]([CH3:37])([S:33]([CH3:36])(=[O:35])=[O:34])[CH3:32])[CH:24]=[C:25]3[C:30]=2[N:29]=[CH:28][CH:27]=[CH:26]3)[CH:16]=1)[C:3]([C:5]1[CH:10]=[CH:9][C:8]([S:11]([CH3:14])(=[O:13])=[O:12])=[CH:7][CH:6]=1)=O.[NH2:38][C:39]1[CH:44]=[CH:43][CH:42]=[CH:41][C:40]=1[NH2:45]. (2) Given the product [CH3:1][O:2][C:3]([C@@H:5]1[CH2:9][C@H:8]([O:10][S:28]([CH3:27])(=[O:30])=[O:29])[CH2:7][N:6]1[C:11]([O:13][C:14]([CH3:17])([CH3:16])[CH3:15])=[O:12])=[O:4], predict the reactants needed to synthesize it. The reactants are: [CH3:1][O:2][C:3]([C@@H:5]1[CH2:9][C@H:8]([OH:10])[CH2:7][N:6]1[C:11]([O:13][C:14]([CH3:17])([CH3:16])[CH3:15])=[O:12])=[O:4].C(N(C(C)C)CC)(C)C.[CH3:27][S:28](Cl)(=[O:30])=[O:29]. (3) Given the product [C:1]([O:5][C:6]([NH:8][CH:9]([CH:18]1[CH2:19][CH2:21][O:25][CH2:20]1)[C:10](=[O:17])[CH2:11][C:12]([O:14][CH2:15][CH3:16])=[O:13])=[O:7])([CH3:2])([CH3:3])[CH3:4], predict the reactants needed to synthesize it. The reactants are: [C:1]([O:5][C:6]([NH:8][C@@H:9]([CH:18]([CH3:20])[CH3:19])[C:10](=[O:17])[CH2:11][C:12]([O:14][CH2:15][CH3:16])=[O:13])=[O:7])([CH3:4])([CH3:3])[CH3:2].[C:21]([O:25]C(NC(C1CCOC1)C(O)=O)=O)(C)(C)C. (4) The reactants are: [CH3:1]OC1C(OC)=CC2NC(=O)CN=C(C3C=C(C=CC=3)C#N)C=2C=1.[Br:25][C:26]1[C:27]([O:48][CH3:49])=[CH:28][C:29]2[NH:35][C:34](=[O:36])[CH2:33][N:32]=[C:31]([C:37]3[CH:38]=[C:39]([CH:42]=[CH:43][CH:44]=3)[C:40]#[N:41])[C:30]=2[C:45]=1[O:46][CH3:47]. Given the product [Br:25][C:26]1[C:27]([O:48][CH3:49])=[CH:28][C:29]2[N:35]([CH3:1])[C:34](=[O:36])[CH2:33][N:32]=[C:31]([C:37]3[CH:38]=[C:39]([CH:42]=[CH:43][CH:44]=3)[C:40]#[N:41])[C:30]=2[C:45]=1[O:46][CH3:47], predict the reactants needed to synthesize it. (5) Given the product [C:1]([O:5][C:6]([N:8]1[CH2:13][CH2:12][C:11]([CH2:14][NH2:15])([NH:17][C:18]([O:20][C:21]([CH3:24])([CH3:23])[CH3:22])=[O:19])[CH2:10][CH2:9]1)=[O:7])([CH3:4])([CH3:3])[CH3:2], predict the reactants needed to synthesize it. The reactants are: [C:1]([O:5][C:6]([N:8]1[CH2:13][CH2:12][C:11]([NH:17][C:18]([O:20][C:21]([CH3:24])([CH3:23])[CH3:22])=[O:19])([C:14](=O)[NH2:15])[CH2:10][CH2:9]1)=[O:7])([CH3:4])([CH3:3])[CH3:2].CO. (6) Given the product [F:1][C:2]1[CH:9]=[C:8]([NH:10][C:11]2[CH:16]=[CH:15][C:14]([O:17][CH3:18])=[CH:13][C:12]=2[C:19]([F:20])([F:21])[F:22])[CH:7]=[CH:6][C:3]=1[CH2:4][NH2:5], predict the reactants needed to synthesize it. The reactants are: [F:1][C:2]1[CH:9]=[C:8]([NH:10][C:11]2[CH:16]=[CH:15][C:14]([O:17][CH3:18])=[CH:13][C:12]=2[C:19]([F:22])([F:21])[F:20])[CH:7]=[CH:6][C:3]=1[C:4]#[N:5]. (7) Given the product [CH2:8]([C:6]1[CH:7]=[C:2]([C:22]2[CH:27]=[N:26][CH:25]=[CH:24][N:23]=2)[CH:3]=[C:4]([Br:15])[CH:5]=1)[C:9]1[CH:14]=[CH:13][CH:12]=[CH:11][CH:10]=1, predict the reactants needed to synthesize it. The reactants are: Br[C:2]1[CH:3]=[C:4]([Br:15])[CH:5]=[C:6]([CH2:8][C:9]2[CH:14]=[CH:13][CH:12]=[CH:11][CH:10]=2)[CH:7]=1.[Li]CCCC.Cl[C:22]1[CH:27]=[N:26][CH:25]=[CH:24][N:23]=1.